From a dataset of Full USPTO retrosynthesis dataset with 1.9M reactions from patents (1976-2016). Predict the reactants needed to synthesize the given product. (1) Given the product [NH2:1][C:2]1[N:3]([CH3:23])[C:4](=[O:22])[C:5]2([N:21]=1)[C:18]1[CH:17]=[C:16]([C:30]3[C:25]([F:24])=[N:26][CH:27]=[CH:28][CH:29]=3)[CH:15]=[CH:14][C:13]=1[O:12][C:11]1[C:6]2=[CH:7][C:8]([OH:20])=[CH:9][CH:10]=1, predict the reactants needed to synthesize it. The reactants are: [NH2:1][C:2]1[N:3]([CH3:23])[C:4](=[O:22])[C:5]2([N:21]=1)[C:18]1[CH:17]=[C:16](Br)[CH:15]=[CH:14][C:13]=1[O:12][C:11]1[C:6]2=[CH:7][C:8]([OH:20])=[CH:9][CH:10]=1.[F:24][C:25]1[C:30](B(O)O)=[CH:29][CH:28]=[CH:27][N:26]=1.C(=O)([O-])[O-].[Na+].[Na+]. (2) Given the product [C:8]([O:12][C:13](=[O:34])[CH:14]([CH2:30][CH:31]([CH3:32])[CH3:33])[NH:15][C:16]([C:18]1[CH:27]=[C:26]2[C:21]([C:22]([Cl:29])=[CH:23][N:24]=[C:25]2[NH:6][C:5]([NH2:7])=[NH:4])=[CH:20][CH:19]=1)=[O:17])([CH3:11])([CH3:10])[CH3:9], predict the reactants needed to synthesize it. The reactants are: [H-].[Na+].Cl.[NH2:4][C:5]([NH2:7])=[NH:6].[C:8]([O:12][C:13](=[O:34])[CH:14]([CH2:30][CH:31]([CH3:33])[CH3:32])[NH:15][C:16]([C:18]1[CH:27]=[C:26]2[C:21]([C:22]([Cl:29])=[CH:23][N:24]=[C:25]2Cl)=[CH:20][CH:19]=1)=[O:17])([CH3:11])([CH3:10])[CH3:9].O. (3) The reactants are: [CH:1]([S:4][C:5]1[CH:10]=[CH:9][C:8](B(O)O)=[CH:7][CH:6]=1)([CH3:3])[CH3:2].Br[C:15]1[CH:16]=[C:17]([C:20]([OH:22])=[O:21])[S:18][CH:19]=1.C(=O)([O-])[O-].[Na+].[Na+].Cl. Given the product [CH:1]([S:4][C:5]1[CH:10]=[CH:9][C:8]([C:15]2[CH:16]=[C:17]([C:20]([OH:22])=[O:21])[S:18][CH:19]=2)=[CH:7][CH:6]=1)([CH3:3])[CH3:2], predict the reactants needed to synthesize it.